Regression. Given two drug SMILES strings and cell line genomic features, predict the synergy score measuring deviation from expected non-interaction effect. From a dataset of NCI-60 drug combinations with 297,098 pairs across 59 cell lines. (1) Drug 1: CN(C)N=NC1=C(NC=N1)C(=O)N. Drug 2: CCCCCOC(=O)NC1=NC(=O)N(C=C1F)C2C(C(C(O2)C)O)O. Cell line: UACC62. Synergy scores: CSS=-1.83, Synergy_ZIP=-0.0728, Synergy_Bliss=-1.07, Synergy_Loewe=-1.73, Synergy_HSA=-1.14. (2) Drug 2: C1=NC2=C(N=C(N=C2N1C3C(C(C(O3)CO)O)O)F)N. Cell line: HCT116. Drug 1: CC1C(C(=O)NC(C(=O)N2CCCC2C(=O)N(CC(=O)N(C(C(=O)O1)C(C)C)C)C)C(C)C)NC(=O)C3=C4C(=C(C=C3)C)OC5=C(C(=O)C(=C(C5=N4)C(=O)NC6C(OC(=O)C(N(C(=O)CN(C(=O)C7CCCN7C(=O)C(NC6=O)C(C)C)C)C)C(C)C)C)N)C. Synergy scores: CSS=44.2, Synergy_ZIP=-3.88, Synergy_Bliss=-6.56, Synergy_Loewe=-22.4, Synergy_HSA=-6.31. (3) Drug 1: C1=CC(=CC=C1CCC2=CNC3=C2C(=O)NC(=N3)N)C(=O)NC(CCC(=O)O)C(=O)O. Drug 2: CN(C(=O)NC(C=O)C(C(C(CO)O)O)O)N=O. Cell line: NCI-H522. Synergy scores: CSS=25.7, Synergy_ZIP=-10.3, Synergy_Bliss=-5.68, Synergy_Loewe=-18.8, Synergy_HSA=-4.61. (4) Drug 1: C1=CC(=CC=C1CCCC(=O)O)N(CCCl)CCCl. Drug 2: CCCCCOC(=O)NC1=NC(=O)N(C=C1F)C2C(C(C(O2)C)O)O. Cell line: SF-539. Synergy scores: CSS=17.7, Synergy_ZIP=-2.06, Synergy_Bliss=-4.45, Synergy_Loewe=-21.4, Synergy_HSA=-4.82. (5) Drug 1: CC1=C2C(C(=O)C3(C(CC4C(C3C(C(C2(C)C)(CC1OC(=O)C(C(C5=CC=CC=C5)NC(=O)OC(C)(C)C)O)O)OC(=O)C6=CC=CC=C6)(CO4)OC(=O)C)O)C)O. Drug 2: C#CCC(CC1=CN=C2C(=N1)C(=NC(=N2)N)N)C3=CC=C(C=C3)C(=O)NC(CCC(=O)O)C(=O)O. Cell line: T-47D. Synergy scores: CSS=-1.71, Synergy_ZIP=0.246, Synergy_Bliss=-0.116, Synergy_Loewe=-7.13, Synergy_HSA=-6.64. (6) Drug 1: CC1C(C(CC(O1)OC2CC(CC3=C2C(=C4C(=C3O)C(=O)C5=C(C4=O)C(=CC=C5)OC)O)(C(=O)C)O)N)O.Cl. Drug 2: CC1=C(N=C(N=C1N)C(CC(=O)N)NCC(C(=O)N)N)C(=O)NC(C(C2=CN=CN2)OC3C(C(C(C(O3)CO)O)O)OC4C(C(C(C(O4)CO)O)OC(=O)N)O)C(=O)NC(C)C(C(C)C(=O)NC(C(C)O)C(=O)NCCC5=NC(=CS5)C6=NC(=CS6)C(=O)NCCC[S+](C)C)O. Cell line: MOLT-4. Synergy scores: CSS=69.5, Synergy_ZIP=10.9, Synergy_Bliss=9.90, Synergy_Loewe=-11.8, Synergy_HSA=6.65. (7) Synergy scores: CSS=-4.71, Synergy_ZIP=2.92, Synergy_Bliss=-0.807, Synergy_Loewe=-3.52, Synergy_HSA=-4.49. Drug 1: CS(=O)(=O)CCNCC1=CC=C(O1)C2=CC3=C(C=C2)N=CN=C3NC4=CC(=C(C=C4)OCC5=CC(=CC=C5)F)Cl. Cell line: NCIH23. Drug 2: CC(C)CN1C=NC2=C1C3=CC=CC=C3N=C2N.